This data is from Reaction yield outcomes from USPTO patents with 853,638 reactions. The task is: Predict the reaction yield, written as a fraction of the theoretical maximum amount of product (1.0 means a 100% yield; for example, 0.34 means a 34% yield). (1) The catalyst is CN(C=O)C. The reactants are [OH:1][C:2]1[CH:3]=[C:4]([CH2:8][CH2:9][C:10]([OH:12])=[O:11])[CH:5]=[CH:6][CH:7]=1.[C:13](=O)([O-])O.[K+].CI. The yield is 0.980. The product is [OH:1][C:2]1[CH:3]=[C:4]([CH2:8][CH2:9][C:10]([O:12][CH3:13])=[O:11])[CH:5]=[CH:6][CH:7]=1. (2) The reactants are [CH3:1][O:2][C:3]1[CH:21]=[C:20]([O:22][CH3:23])[CH:19]=[CH:18][C:4]=1[CH2:5][N:6]1[C:14](=[O:15])[C:13]2[C:8](=[CH:9][CH:10]=[CH:11][C:12]=2[OH:16])[C:7]1=[O:17].Cl.[CH3:25][N:26]([CH3:30])[CH2:27][CH2:28]Cl.C(=O)([O-])[O-].[K+].[K+]. The catalyst is CN(C=O)C. The product is [CH3:1][O:2][C:3]1[CH:21]=[C:20]([O:22][CH3:23])[CH:19]=[CH:18][C:4]=1[CH2:5][N:6]1[C:14](=[O:15])[C:13]2[C:8](=[CH:9][CH:10]=[CH:11][C:12]=2[O:16][CH2:28][CH2:27][N:26]([CH3:30])[CH3:25])[C:7]1=[O:17]. The yield is 0.610. (3) The reactants are [SH:1][CH2:2][C:3]([NH2:5])=[O:4].[CH2:6]([O:13][CH2:14][C@@H:15]([CH3:34])[CH2:16][C:17]1[N:22]=[C:21](Cl)[C:20]([C:24]#[N:25])=[C:19]([C:26]2[CH:31]=[CH:30][C:29]([Cl:32])=[C:28]([Cl:33])[CH:27]=2)[N:18]=1)[C:7]1[CH:12]=[CH:11][CH:10]=[CH:9][CH:8]=1.C([O-])([O-])=O.[K+].[K+]. The catalyst is C(O)C. The product is [NH2:25][C:24]1[C:20]2[C:19]([C:26]3[CH:31]=[CH:30][C:29]([Cl:32])=[C:28]([Cl:33])[CH:27]=3)=[N:18][C:17]([CH2:16][C@H:15]([CH3:34])[CH2:14][O:13][CH2:6][C:7]3[CH:8]=[CH:9][CH:10]=[CH:11][CH:12]=3)=[N:22][C:21]=2[S:1][C:2]=1[C:3]([NH2:5])=[O:4]. The yield is 0.780. (4) The reactants are [Br:1][C:2]1[CH:8]=[C:7]([Cl:9])[CH:6]=[CH:5][C:3]=1[NH2:4].[C:10]1(=O)[CH2:14][CH2:13][CH2:12][CH2:11]1. No catalyst specified. The product is [Br:1][C:2]1[CH:8]=[C:7]([Cl:9])[CH:6]=[CH:5][C:3]=1[NH:4][CH:10]1[CH2:14][CH2:13][CH2:12][CH2:11]1. The yield is 0.120. (5) The reactants are Br[CH2:2][CH2:3][CH2:4][N:5]1[C:13]2[C:8](=[CH:9][C:10]([CH:14]=[O:15])=[CH:11][CH:12]=2)[CH:7]=[CH:6]1.[OH:16][C:17]([C:34]1[S:35][CH:36]=[CH:37][CH:38]=1)([C:29]1[S:30][CH:31]=[CH:32][CH:33]=1)[C:18]([O:20][C@H:21]1[CH2:26][CH2:25][C@H:24]([NH:27][CH3:28])[CH2:23][CH2:22]1)=[O:19].C(N(CC)CC)C. The catalyst is CC#N.C1COCC1. The product is [OH:16][C:17]([C:29]1[S:30][CH:31]=[CH:32][CH:33]=1)([C:34]1[S:35][CH:36]=[CH:37][CH:38]=1)[C:18]([O:20][C@H:21]1[CH2:22][CH2:23][C@H:24]([N:27]([CH2:2][CH2:3][CH2:4][N:5]2[C:13]3[C:8](=[CH:9][C:10]([CH:14]=[O:15])=[CH:11][CH:12]=3)[CH:7]=[CH:6]2)[CH3:28])[CH2:25][CH2:26]1)=[O:19]. The yield is 0.750.